This data is from Full USPTO retrosynthesis dataset with 1.9M reactions from patents (1976-2016). The task is: Predict the reactants needed to synthesize the given product. (1) The reactants are: N[C@H:2]([CH:7]=[O:8])CCSC.[C:9]([O:13]CCO)(=[O:12])[CH:10]=[CH2:11].[O:17]=[C:18]=[N:19]C1CC(C)(C)CC(C)(CN=C=O)C1. Given the product [C:9]([OH:13])(=[O:12])[CH:10]=[CH2:11].[NH2:19][C:18]([O:8][CH2:7][CH3:2])=[O:17], predict the reactants needed to synthesize it. (2) Given the product [NH:18]1[C:19]([C:24]([NH:2][CH2:3][C:4]([O:6][CH2:7][CH3:8])=[O:5])=[O:43])=[CH:20][CH:21]=[CH:22]1, predict the reactants needed to synthesize it. The reactants are: Cl.[NH2:2][CH2:3][C:4]([O:6][CH2:7][CH3:8])=[O:5].F[P-](F)(F)(F)(F)F.N1(O[P+](N(C)C)(N(C)C)N(C)C)[C:20]2[CH:21]=[CH:22]C=[CH:24][C:19]=2[N:18]=N1.CCN(CC)CC.[OH2:43]. (3) The reactants are: [Cl:1][C:2]1[C:7]([O:8][CH2:9][CH3:10])=[CH:6][C:5](/[CH:11]=[CH:12]/[C:13](O)=O)=[C:4]([N+:16]([O-:18])=[O:17])[CH:3]=1.S(Cl)(Cl)=O.[F:23][C:24]1[CH:38]=[CH:37][C:27]([CH2:28][N:29]2[CH2:35][CH:34]3[NH:36][CH:31]([CH2:32][CH2:33]3)[CH2:30]2)=[CH:26][CH:25]=1. Given the product [Cl:1][C:2]1[C:7]([O:8][CH2:9][CH3:10])=[CH:6][C:5]([CH2:11]/[CH:12]=[CH:13]/[N:36]2[CH:34]3[CH2:33][CH2:32][CH:31]2[CH2:30][N:29]([CH2:28][C:27]2[CH:37]=[CH:38][C:24]([F:23])=[CH:25][CH:26]=2)[CH2:35]3)=[C:4]([N+:16]([O-:18])=[O:17])[CH:3]=1, predict the reactants needed to synthesize it. (4) Given the product [CH2:40]([N:42]([CH2:43][CH2:44][OH:45])[CH2:13][CH2:12][CH2:11][CH2:10][CH2:9][C@H:6]1[CH2:5][CH2:4][C@H:3]([N:2]([CH3:1])[S:34]([C:31]2[CH:32]=[CH:33][C:28]([C:27]([F:39])([F:38])[F:26])=[CH:29][CH:30]=2)(=[O:36])=[O:35])[CH2:8][CH2:7]1)[CH3:41], predict the reactants needed to synthesize it. The reactants are: [CH3:1][NH:2][C@H:3]1[CH2:8][CH2:7][C@H:6]([CH2:9][CH2:10][CH2:11][CH2:12][CH2:13]OS(C)(=O)=O)[CH2:5][CH2:4]1.FC(F)(F)C(O)=O.[F:26][C:27]([F:39])([F:38])[C:28]1[CH:33]=[CH:32][C:31]([S:34](Cl)(=[O:36])=[O:35])=[CH:30][CH:29]=1.[CH2:40]([NH:42][CH2:43][CH2:44][OH:45])[CH3:41].